This data is from Forward reaction prediction with 1.9M reactions from USPTO patents (1976-2016). The task is: Predict the product of the given reaction. (1) Given the reactants O=[C:2]1[CH:7]=[CH:6][N:5]2[N:8]=[CH:9][C:10]([C:11]([OH:13])=O)=[C:4]2[NH:3]1.P(Cl)(Cl)([Cl:16])=O.[CH:19]([N:22](CC)C(C)C)([CH3:21])[CH3:20], predict the reaction product. The product is: [Cl:16][C:2]1[CH:7]=[CH:6][N:5]2[N:8]=[CH:9][C:10]([C:11]([NH:22][CH:19]([CH3:21])[CH3:20])=[O:13])=[C:4]2[N:3]=1. (2) Given the reactants [C:1]1([CH:11]=O)[C:10]2[C:5](=[CH:6][CH:7]=[CH:8][CH:9]=2)[CH:4]=[CH:3][CH:2]=1.[NH:13]1[CH2:18][CH2:17][CH:16]([C:19]2[C:27]3[C:22](=[N:23][CH:24]=[CH:25][CH:26]=3)[NH:21][CH:20]=2)[CH2:15][CH2:14]1, predict the reaction product. The product is: [C:1]1([CH2:11][N:13]2[CH2:14][CH2:15][CH:16]([C:19]3[C:27]4[C:22](=[N:23][CH:24]=[CH:25][CH:26]=4)[NH:21][CH:20]=3)[CH2:17][CH2:18]2)[C:10]2[C:5](=[CH:6][CH:7]=[CH:8][CH:9]=2)[CH:4]=[CH:3][CH:2]=1. (3) Given the reactants F[C:2](F)(F)C(O)=O.C(OC([NH:15][C@H:16]([C:36]([O-:38])=[O:37])[CH2:17][C:18]1[S:19][C:20]([CH2:23][CH2:24][CH2:25][C:26]2[CH:35]=[CH:34][C:33]3[CH2:32][CH2:31][CH2:30][NH:29][C:28]=3[N:27]=2)=[CH:21][CH:22]=1)=O)(C)(C)C, predict the reaction product. The product is: [N:27]1[C:28]2[NH:29][CH2:30][CH2:31][CH2:32][C:33]=2[CH:34]=[CH:35][C:26]=1[CH2:25][CH2:24][CH2:23][C:20]1[S:19][C:18]([CH2:17][C@@H:16]([C:36]([O:38][CH3:2])=[O:37])[NH2:15])=[CH:22][CH:21]=1. (4) Given the reactants [CH3:1][N:2]([CH3:36])[C:3]1[CH:8]=[CH:7][C:6]([C:9]2[C:14]([N:15]3[CH2:20][CH2:19][N:18](C(OCC)=O)[CH:17]([C:26]4[CH:31]=[CH:30][C:29]([O:32][CH3:33])=[CH:28][CH:27]=4)[CH2:16]3)=[CH:13][CH:12]=[C:11]([O:34][CH3:35])[N:10]=2)=[CH:5][CH:4]=1.[OH-].[K+], predict the reaction product. The product is: [CH3:35][O:34][C:11]1[N:10]=[C:9]([C:6]2[CH:5]=[CH:4][C:3]([N:2]([CH3:36])[CH3:1])=[CH:8][CH:7]=2)[C:14]([N:15]2[CH2:20][CH2:19][NH:18][CH:17]([C:26]3[CH:27]=[CH:28][C:29]([O:32][CH3:33])=[CH:30][CH:31]=3)[CH2:16]2)=[CH:13][CH:12]=1. (5) Given the reactants [CH3:1][O:2][CH:3]1[CH2:8][N:7](C(OCC2C=CC=CC=2)=O)[C@H:6]([CH3:19])[CH2:5][CH2:4]1.[H][H], predict the reaction product. The product is: [CH3:1][O:2][CH:3]1[CH2:8][NH:7][C@H:6]([CH3:19])[CH2:5][CH2:4]1. (6) Given the reactants F[C:2](F)(F)[C:3]([OH:5])=O.[NH:8]1[CH2:12][CH2:11][C@H:10]([C:13]#[N:14])[CH2:9]1.[NH:15]1CCCC1.[CH3:20][N:21]1[CH:25]=[C:24]([C:26]2[N:31]=[C:30]3[C:32]([C:43]([OH:45])=O)=[CH:33][N:34](COCC[Si](C)(C)C)[C:29]3=[N:28][CH:27]=2)[CH:23]=[N:22]1.[CH:46]1([C:49]2N=C3C(C(O)=O)=CN(COCC[Si](C)(C)C)C3=NC=2)[CH2:48][CH2:47]1.FC(F)(F)C(O)=O, predict the reaction product. The product is: [C:13]([C@H:10]1[CH2:11][CH2:12][N:8]([C:3]([C@H:2]([NH:15][C:43]([C:32]2[C:30]3[C:29](=[N:28][CH:27]=[C:26]([C:24]4[CH:23]=[N:22][N:21]([CH3:20])[CH:25]=4)[N:31]=3)[NH:34][CH:33]=2)=[O:45])[C:46]([CH3:49])([CH3:48])[CH3:47])=[O:5])[CH2:9]1)#[N:14]. (7) Given the reactants P(Cl)(Cl)([Cl:3])=O.[CH:6]1([C:9]2[CH2:10][C:11](=O)[N:12]([CH3:14])[N:13]=2)[CH2:8][CH2:7]1.CN(C)[CH:18]=[O:19], predict the reaction product. The product is: [Cl:3][C:11]1[N:12]([CH3:14])[N:13]=[C:9]([CH:6]2[CH2:8][CH2:7]2)[C:10]=1[CH:18]=[O:19]. (8) Given the reactants [F:1][C:2]1([F:10])[CH2:7][C@H:6]2[CH2:8][C@@H:3]1[CH2:4][C:5]2=[O:9].CCC(C)[BH-](C(C)CC)C(C)CC.[Li+].OO.[OH-].[Na+], predict the reaction product. The product is: [F:1][C:2]1([F:10])[CH2:7][C@H:6]2[CH2:8][C@@H:3]1[CH2:4][C@H:5]2[OH:9]. (9) The product is: [CH2:6]([O:5][C:3](=[O:4])[CH2:2][NH:15][NH:14][C:13]([O:12][C:8]([CH3:11])([CH3:10])[CH3:9])=[O:16])[CH3:7]. Given the reactants Br[CH2:2][C:3]([O:5][CH2:6][CH3:7])=[O:4].[C:8]([O:12][C:13](=[O:16])[NH:14][NH2:15])([CH3:11])([CH3:10])[CH3:9], predict the reaction product. (10) Given the reactants [NH2:1][C:2]1[C:3]([F:23])=[CH:4][C:5]([CH3:22])=[C:6]([C:8]2[C:9](=[O:21])[N:10]([CH2:19][CH3:20])[C:11]3[C:16]([CH:17]=2)=[CH:15][N:14]=[C:13]([Cl:18])[CH:12]=3)[CH:7]=1.[F:24][C:25]1[CH:26]=[C:27]([N:31]=[C:32]=[O:33])[CH:28]=[CH:29][CH:30]=1, predict the reaction product. The product is: [Cl:18][C:13]1[CH:12]=[C:11]2[C:16]([CH:17]=[C:8]([C:6]3[C:5]([CH3:22])=[CH:4][C:3]([F:23])=[C:2]([NH:1][C:32]([NH:31][C:27]4[CH:28]=[CH:29][CH:30]=[C:25]([F:24])[CH:26]=4)=[O:33])[CH:7]=3)[C:9](=[O:21])[N:10]2[CH2:19][CH3:20])=[CH:15][N:14]=1.